Dataset: Forward reaction prediction with 1.9M reactions from USPTO patents (1976-2016). Task: Predict the product of the given reaction. Given the reactants [CH3:1][O:2][C:3]([C:5]1[CH:6]=[CH:7][C:8]([C:11]([OH:13])=O)=[N:9][CH:10]=1)=[O:4].[NH2:14][C:15]1[CH:20]=[CH:19][CH:18]=[CH:17][CH:16]=1.C1C=CC2N(O)N=NC=2C=1.CCN(C(C)C)C(C)C.Cl, predict the reaction product. The product is: [CH3:1][O:2][C:3](=[O:4])[C:5]1[CH:6]=[CH:7][C:8]([C:11](=[O:13])[NH:14][C:15]2[CH:20]=[CH:19][CH:18]=[CH:17][CH:16]=2)=[N:9][CH:10]=1.